This data is from Full USPTO retrosynthesis dataset with 1.9M reactions from patents (1976-2016). The task is: Predict the reactants needed to synthesize the given product. (1) Given the product [OH:1][C:2]1[CH:7]=[CH:6][C:5]([C:8]2[N:13]=[C:12]3[N:14]([CH:18]4[CH2:23][CH2:22][CH2:21][CH2:20][O:19]4)[N:15]=[C:16]([CH3:17])[C:11]3=[C:10]([CH:24]=[O:25])[CH:9]=2)=[CH:4][CH:3]=1, predict the reactants needed to synthesize it. The reactants are: [OH:1][C:2]1[CH:7]=[CH:6][C:5]([C:8]2[CH:9]=[C:10]([C:24](O)=[O:25])[C:11]3[C:16]([CH3:17])=[N:15][N:14]([CH:18]4[CH2:23][CH2:22][CH2:21][CH2:20][O:19]4)[C:12]=3[N:13]=2)=[CH:4][CH:3]=1.CCN(C(C)C)C(C)C.C[O-].[Na+].Cl. (2) Given the product [Br:1][C:2]1[CH:3]=[CH:4][C:5]2[O:9][C:8](=[O:10])[N:7]([CH2:12][CH2:13][CH3:14])[C:6]=2[CH:11]=1, predict the reactants needed to synthesize it. The reactants are: [Br:1][C:2]1[CH:3]=[CH:4][C:5]2[O:9][C:8](=[O:10])[NH:7][C:6]=2[CH:11]=1.[CH2:12](I)[CH2:13][CH3:14].C(=O)([O-])[O-].[K+].[K+]. (3) The reactants are: [Cl:1][C:2]1[CH:3]=[CH:4][C:5]([CH2:8][NH:9][C:10](=O)[CH2:11][CH2:12][C:13]([F:19])([F:18])[C:14]([F:17])([F:16])[F:15])=[N:6][CH:7]=1.P(Cl)(Cl)(Cl)=O. Given the product [Cl:1][C:2]1[CH:3]=[CH:4][C:5]2[N:6]([C:10]([CH2:11][CH2:12][C:13]([F:19])([F:18])[C:14]([F:17])([F:16])[F:15])=[N:9][CH:8]=2)[CH:7]=1, predict the reactants needed to synthesize it. (4) Given the product [CH3:10][C:11]1[CH:20]=[CH:19][C:18]2[C:13](=[CH:14][CH:15]=[CH:16][C:17]=2[N:21]2[CH2:26][CH2:25][N:24]([CH2:32][CH2:33][C:34]3[CH:39]=[CH:38][CH:37]=[C:36]([N+:40]([O-:42])=[O:41])[CH:35]=3)[CH2:23][CH2:22]2)[N:12]=1, predict the reactants needed to synthesize it. The reactants are: C(N(CC)C(C)C)(C)C.[CH3:10][C:11]1[CH:20]=[CH:19][C:18]2[C:13](=[CH:14][CH:15]=[CH:16][C:17]=2[N:21]2[CH2:26][CH2:25][NH:24][CH2:23][CH2:22]2)[N:12]=1.CS(O[CH2:32][CH2:33][C:34]1[CH:39]=[CH:38][CH:37]=[C:36]([N+:40]([O-:42])=[O:41])[CH:35]=1)(=O)=O.